From a dataset of Reaction yield outcomes from USPTO patents with 853,638 reactions. Predict the reaction yield, written as a fraction of the theoretical maximum amount of product (1.0 means a 100% yield; for example, 0.34 means a 34% yield). The reactants are [I:1][C:2]1[C:7]([CH:8]([OH:13])[C:9]([O:11][CH3:12])=[O:10])=[C:6]([CH3:14])[N:5]=[C:4]2[S:15][C:16]3[CH2:21][CH2:20][CH2:19][CH2:18][C:17]=3[C:3]=12.C(O[C:26]([CH3:29])([CH3:28])[CH3:27])(=O)C.Cl(O)(=O)(=O)=O. No catalyst specified. The product is [I:1][C:2]1[C:7]([CH:8]([O:13][C:26]([CH3:29])([CH3:28])[CH3:27])[C:9]([O:11][CH3:12])=[O:10])=[C:6]([CH3:14])[N:5]=[C:4]2[S:15][C:16]3[CH2:21][CH2:20][CH2:19][CH2:18][C:17]=3[C:3]=12. The yield is 0.320.